This data is from NCI-60 drug combinations with 297,098 pairs across 59 cell lines. The task is: Regression. Given two drug SMILES strings and cell line genomic features, predict the synergy score measuring deviation from expected non-interaction effect. Drug 1: COC1=C2C(=CC3=C1OC=C3)C=CC(=O)O2. Drug 2: C1C(C(OC1N2C=NC3=C2NC=NCC3O)CO)O. Cell line: T-47D. Synergy scores: CSS=7.20, Synergy_ZIP=3.04, Synergy_Bliss=-2.15, Synergy_Loewe=-1.56, Synergy_HSA=-0.182.